Regression/Classification. Given a drug SMILES string, predict its absorption, distribution, metabolism, or excretion properties. Task type varies by dataset: regression for continuous measurements (e.g., permeability, clearance, half-life) or binary classification for categorical outcomes (e.g., BBB penetration, CYP inhibition). Dataset: hia_hou. From a dataset of Human intestinal absorption (HIA) binary classification data from Hou et al.. (1) The compound is CCCC(=O)Nc1ccc(OC[C@@H](O)CNC(C)C)c(C(C)=O)c1. The result is 1 (good absorption). (2) The drug is O=C(c1ccc(F)cc1)C1CCN(CCn2c(=O)[nH]c3ccccc3c2=O)CC1. The result is 1 (good absorption).